From a dataset of Catalyst prediction with 721,799 reactions and 888 catalyst types from USPTO. Predict which catalyst facilitates the given reaction. (1) Reactant: [F:1][C:2]1[CH:3]=[C:4]([CH2:9][C:10]([NH:12][C@H:13]([C:15]([OH:17])=O)[CH3:14])=[O:11])[CH:5]=[C:6]([F:8])[CH:7]=1.Cl.[NH:19]1[CH2:28][CH2:27][CH2:26][CH2:25][CH:20]1[C:21]([O:23][CH3:24])=[O:22]. Product: [F:8][C:6]1[CH:5]=[C:4]([CH2:9][C:10]([NH:12][C@H:13]([C:15]([N:19]2[CH2:28][CH2:27][CH2:26][CH2:25][CH:20]2[C:21]([O:23][CH3:24])=[O:22])=[O:17])[CH3:14])=[O:11])[CH:3]=[C:2]([F:1])[CH:7]=1. The catalyst class is: 100. (2) Reactant: [Si]([O:8]/[N:9]=[C:10]1\[NH:11][C@@H:12]([C:22]2[CH:27]=[CH:26][C:25]([F:28])=[CH:24][C:23]=2[Br:29])[CH2:13][C:14]2[N:15]=[C:16]([NH2:21])[N:17]=[C:18]([CH3:20])[C:19]\1=2)(C(C)(C)C)(C)C.C(O)(C(F)(F)F)=O.O. Product: [NH2:21][C:16]1[N:17]=[C:18]([CH3:20])[C:19]2=[C:14]([CH2:13][C@H:12]([C:22]3[CH:27]=[CH:26][C:25]([F:28])=[CH:24][C:23]=3[Br:29])[NH:11]/[C:10]/2=[N:9]\[OH:8])[N:15]=1. The catalyst class is: 12. (3) Reactant: [OH:1][CH:2]1[CH2:7][CH2:6][N:5]([C:8]([O:10][C:11]([CH3:14])([CH3:13])[CH3:12])=[O:9])[CH2:4][CH2:3]1.[H-].[Na+].F[C:18]1[CH:19]=[C:20]([CH:23]=[CH:24][CH:25]=1)[C:21]#[N:22]. Product: [C:21]([C:20]1[CH:19]=[C:18]([O:1][CH:2]2[CH2:3][CH2:4][N:5]([C:8]([O:10][C:11]([CH3:14])([CH3:13])[CH3:12])=[O:9])[CH2:6][CH2:7]2)[CH:25]=[CH:24][CH:23]=1)#[N:22]. The catalyst class is: 42. (4) Product: [CH3:38][S:35]([O:20][CH2:19][CH2:18][N:16]1[CH:17]=[C:13]([CH2:12][C:11]([NH:10][CH2:9][C:3]2[CH:4]=[CH:5][C:6]([F:8])=[CH:7][C:2]=2[Cl:1])=[O:25])[C:14]([C:21]([F:22])([F:24])[F:23])=[N:15]1)(=[O:37])=[O:36]. Reactant: [Cl:1][C:2]1[CH:7]=[C:6]([F:8])[CH:5]=[CH:4][C:3]=1[CH2:9][NH:10][C:11](=[O:25])[CH2:12][C:13]1[C:14]([C:21]([F:24])([F:23])[F:22])=[N:15][N:16]([CH2:18][CH2:19][OH:20])[CH:17]=1.C(N(C(C)C)CC)(C)C.[S:35](Cl)([CH3:38])(=[O:37])=[O:36].C(=O)([O-])O.[Na+]. The catalyst class is: 4.